Dataset: Forward reaction prediction with 1.9M reactions from USPTO patents (1976-2016). Task: Predict the product of the given reaction. (1) The product is: [F:1][C:2]1[CH:16]=[C:15]([F:17])[CH:14]=[CH:13][C:3]=1[C:4]([CH:6]1[CH2:11][CH2:10][N:9]([NH:22][CH2:21][CH2:20][NH2:23])[CH2:8][CH2:7]1)=[O:5]. Given the reactants [F:1][C:2]1[CH:16]=[C:15]([F:17])[CH:14]=[CH:13][C:3]=1[C:4]([CH:6]1[CH2:11][CH2:10][NH:9][C:8](=O)[CH2:7]1)=[O:5].[BH4-].[Na+].[CH2:20]([NH2:23])[CH2:21][NH2:22], predict the reaction product. (2) The product is: [N:26]1[CH:24]=[CH:23][CH:19]=[CH:18][C:17]=1[C:15]1[N:16]=[C:6]([C:5]2[CH:9]=[C:10]([N+:12]([O-:14])=[O:13])[CH:11]=[C:3]([C:1]#[N:2])[CH:4]=2)[O:7][N:31]=1. Given the reactants [C:1]([C:3]1[CH:4]=[C:5]([CH:9]=[C:10]([N+:12]([O-:14])=[O:13])[CH:11]=1)[C:6](Cl)=[O:7])#[N:2].[C:15]([C:17]1[CH:18]=[C:19]([CH:23]=[C:24]([N+:26]([O-])=O)C=1)C(O)=O)#[N:16].C([N:31](CC)CC)C, predict the reaction product. (3) Given the reactants [Cl:1][C:2]1[N:7]=[C:6]([OH:8])[C:5]([N+:9]([O-])=O)=[CH:4][N:3]=1, predict the reaction product. The product is: [NH2:9][C:5]1[C:6]([OH:8])=[N:7][C:2]([Cl:1])=[N:3][CH:4]=1. (4) Given the reactants [CH2:1]([C:8]1[N:13]=[N:12][C:11]([N:14]2[CH2:19][CH2:18][C:17]([OH:38])([C:20]3[CH:25]=[CH:24][C:23]([C:26]([CH3:37])([O:28]COCC[Si](C)(C)C)[CH3:27])=[CH:22][N:21]=3)[CH2:16][CH2:15]2)=[C:10]([CH3:39])[C:9]=1[CH3:40])[C:2]1[CH:7]=[CH:6][CH:5]=[CH:4][CH:3]=1.C(O)(C(F)(F)F)=O, predict the reaction product. The product is: [CH2:1]([C:8]1[N:13]=[N:12][C:11]([N:14]2[CH2:15][CH2:16][C:17]([OH:38])([C:20]3[CH:25]=[CH:24][C:23]([C:26]([OH:28])([CH3:37])[CH3:27])=[CH:22][N:21]=3)[CH2:18][CH2:19]2)=[C:10]([CH3:39])[C:9]=1[CH3:40])[C:2]1[CH:7]=[CH:6][CH:5]=[CH:4][CH:3]=1. (5) Given the reactants [C:1]1([CH2:7][CH2:8][CH2:9][C:10]#[C:11][C:12]2[C:13]([C:17]3[CH:18]=[N:19][CH:20]=[CH:21][CH:22]=3)=[N:14][NH:15][CH:16]=2)[CH:6]=[CH:5][CH:4]=[CH:3][CH:2]=1.[CH3:23]SC1C(C2C=NC=CC=2)=NNC=1, predict the reaction product. The product is: [C:1]1([CH2:7][CH2:8][CH2:9][C:10]#[C:11][C:12]2[C:13]([C:17]3[CH2:18][N:19]([CH3:23])[CH2:20][CH2:21][CH:22]=3)=[N:14][NH:15][CH:16]=2)[CH:6]=[CH:5][CH:4]=[CH:3][CH:2]=1. (6) Given the reactants [CH3:1][C:2]1([CH3:14])[C:10]2[C:5](=[CH:6][C:7]([N+:11]([O-:13])=[O:12])=[CH:8][CH:9]=2)[NH:4][CH2:3]1.[C:15]([N:22]1[CH2:27][CH2:26][CH:25]([CH:28]=O)[CH2:24][CH2:23]1)([O:17][C:18]([CH3:21])([CH3:20])[CH3:19])=[O:16].C([O-])(O)=O.[Na+], predict the reaction product. The product is: [N+:11]([C:7]1[CH:6]=[C:5]2[C:10]([C:2]([CH3:14])([CH3:1])[CH2:3][N:4]2[CH2:28][CH:25]2[CH2:26][CH2:27][N:22]([C:15]([O:17][C:18]([CH3:19])([CH3:21])[CH3:20])=[O:16])[CH2:23][CH2:24]2)=[CH:9][CH:8]=1)([O-:13])=[O:12]. (7) Given the reactants [Cl:1][C:2]1[N:3]=[C:4](Cl)[C:5]2[S:10][CH:9]=[CH:8][C:6]=2[N:7]=1.C([O-])([O-])=O.[K+].[K+].[CH3:18][N:19]1[CH2:24][CH2:23][NH:22][CH2:21][CH2:20]1, predict the reaction product. The product is: [Cl:1][C:2]1[N:3]=[C:4]([N:22]2[CH2:23][CH2:24][N:19]([CH3:18])[CH2:20][CH2:21]2)[C:5]2[S:10][CH:9]=[CH:8][C:6]=2[N:7]=1. (8) Given the reactants Cl[C:2]1[C:11]([CH3:12])=[N:10][C:9]2[C:4](=[CH:5][CH:6]=[C:7]([F:14])[C:8]=2[F:13])[N:3]=1.[CH3:15][O:16][C:17]([C:20]1[C:25]([OH:26])=[CH:24][CH:23]=[CH:22][N:21]=1)([CH3:19])[CH3:18].C(=O)([O-])[O-].[K+].[K+], predict the reaction product. The product is: [F:13][C:8]1[C:7]([F:14])=[CH:6][CH:5]=[C:4]2[C:9]=1[N:10]=[C:11]([CH3:12])[C:2]([O:26][C:25]1[C:20]([C:17]([O:16][CH3:15])([CH3:18])[CH3:19])=[N:21][CH:22]=[CH:23][CH:24]=1)=[N:3]2.